Dataset: Full USPTO retrosynthesis dataset with 1.9M reactions from patents (1976-2016). Task: Predict the reactants needed to synthesize the given product. Given the product [CH:20]1([NH:19][C:17](=[O:18])[C:16]2[CH:23]=[C:12]([C:7]3[CH:8]=[C:9]4[C:4](=[CH:5][CH:6]=3)[N:3]=[C:2]([NH:1][CH2:33][CH2:32][N:29]3[CH2:30][CH2:31][O:26][CH2:27][CH2:28]3)[N:11]=[CH:10]4)[C:13]([CH3:25])=[CH:14][C:15]=2[NH:34][CH2:33][CH2:32][N:29]2[CH2:30][CH2:31][O:26][CH2:27][CH2:28]2)[CH2:21][CH2:22]1, predict the reactants needed to synthesize it. The reactants are: [NH2:1][C:2]1[N:11]=[CH:10][C:9]2[C:4](=[CH:5][CH:6]=[C:7]([C:12]3[C:13]([CH3:25])=[CH:14][C:15](F)=[C:16]([CH:23]=3)[C:17]([NH:19][CH:20]3[CH2:22][CH2:21]3)=[O:18])[CH:8]=2)[N:3]=1.[O:26]1[CH2:31][CH2:30][N:29]([CH2:32][CH2:33][NH2:34])[CH2:28][CH2:27]1.